From a dataset of Peptide-MHC class II binding affinity with 134,281 pairs from IEDB. Regression. Given a peptide amino acid sequence and an MHC pseudo amino acid sequence, predict their binding affinity value. This is MHC class II binding data. The peptide sequence is GELQIVDKITAAFKI. The MHC is DRB3_0101 with pseudo-sequence DRB3_0101. The binding affinity (normalized) is 0.692.